This data is from Full USPTO retrosynthesis dataset with 1.9M reactions from patents (1976-2016). The task is: Predict the reactants needed to synthesize the given product. (1) Given the product [CH3:23][C:13]1[CH:18]=[CH:17][C:16]([S:19]([OH:22])(=[O:21])=[O:20])=[CH:15][CH:14]=1, predict the reactants needed to synthesize it. The reactants are: [K].NC1C=CC(F)=CC=1S.Cl.O.[C:13]1([CH3:23])[CH:18]=[CH:17][C:16]([S:19]([OH:22])(=[O:21])=[O:20])=[CH:15][CH:14]=1. (2) Given the product [CH3:24][C:23]1[C:18]([N:15]2[CH2:16][CH2:17][N:12]([C:10]([C:5]3[CH:4]=[CH:3][C:2]([N:29]4[CH2:30][CH2:31][N:27]([CH3:26])[C:28]4=[O:32])=[CH:9][C:6]=3[C:7]#[N:8])=[O:11])[CH2:13][CH2:14]2)=[N:19][CH:20]=[C:21]([CH3:25])[CH:22]=1, predict the reactants needed to synthesize it. The reactants are: Br[C:2]1[CH:3]=[CH:4][C:5]([C:10]([N:12]2[CH2:17][CH2:16][N:15]([C:18]3[C:23]([CH3:24])=[CH:22][C:21]([CH3:25])=[CH:20][N:19]=3)[CH2:14][CH2:13]2)=[O:11])=[C:6]([CH:9]=1)[C:7]#[N:8].[CH3:26][N:27]1[CH2:31][CH2:30][NH:29][C:28]1=[O:32].